This data is from Retrosynthesis with 50K atom-mapped reactions and 10 reaction types from USPTO. The task is: Predict the reactants needed to synthesize the given product. Given the product O=C(CC1CCN(C(=O)c2ccns2)CC1)Nc1ccc2cc1CCc1cncc(c1)Nc1ncc(Cl)c(n1)N2, predict the reactants needed to synthesize it. The reactants are: O=C(CC1CCNCC1)Nc1ccc2cc1CCc1cncc(c1)Nc1ncc(Cl)c(n1)N2.O=C(O)c1ccns1.